From a dataset of Catalyst prediction with 721,799 reactions and 888 catalyst types from USPTO. Predict which catalyst facilitates the given reaction. (1) Reactant: [Cl:1][C:2]1[N:7]=[C:6](Cl)[C:5]([N+:9]([O-:11])=[O:10])=[CH:4][N:3]=1.[NH2:12][C:13]1[CH:18]=[CH:17][CH:16]=[CH:15][C:14]=1[S:19]([NH:22][CH3:23])(=[O:21])=[O:20]. Product: [Cl:1][C:2]1[N:7]=[C:6]([NH:12][C:13]2[CH:18]=[CH:17][CH:16]=[CH:15][C:14]=2[S:19]([NH:22][CH3:23])(=[O:21])=[O:20])[C:5]([N+:9]([O-:11])=[O:10])=[CH:4][N:3]=1. The catalyst class is: 22. (2) Reactant: [C:1]([O:5][C:6](=[O:23])[N:7]([CH:9]([CH3:22])[CH2:10][C:11]1[CH:21]=[CH:20][C:14]2[O:15][CH:16]([CH2:18][NH2:19])[O:17][C:13]=2[CH:12]=1)[CH3:8])([CH3:4])([CH3:3])[CH3:2].C(N(CC)C(C)C)(C)C.Cl[C:34]([O:36][CH2:37][C:38]1[CH:43]=[CH:42][CH:41]=[CH:40][CH:39]=1)=[O:35]. Product: [C:1]([O:5][C:6](=[O:23])[N:7]([CH:9]([CH3:22])[CH2:10][C:11]1[CH:21]=[CH:20][C:14]2[O:15][CH:16]([CH2:18][NH:19][C:34]([O:36][CH2:37][C:38]3[CH:43]=[CH:42][CH:41]=[CH:40][CH:39]=3)=[O:35])[O:17][C:13]=2[CH:12]=1)[CH3:8])([CH3:4])([CH3:2])[CH3:3]. The catalyst class is: 112.